Task: Predict which catalyst facilitates the given reaction.. Dataset: Catalyst prediction with 721,799 reactions and 888 catalyst types from USPTO (1) Reactant: [Cl:1][C:2]1[S:6][CH:5]=[C:4]([C:7]2[N:8]=[C:9]([NH:12]C(=O)C(F)(F)F)[S:10][CH:11]=2)[CH:3]=1.[CH3:19][C@@H:20]1[CH2:24][CH2:23][CH2:22][NH:21]1.[CH2:25]=O. The catalyst class is: 15. Product: [Cl:1][C:2]1[S:6][CH:5]=[C:4]([C:7]2[N:8]=[C:9]([NH2:12])[S:10][C:11]=2[CH2:25][N:21]2[CH2:22][CH2:23][CH2:24][C@H:20]2[CH3:19])[CH:3]=1. (2) Product: [C:1]1([C:10]2[CH:15]=[CH:14][CH:13]=[CH:12][CH:11]=2)[CH:6]=[CH:5][C:4]([C:7]([NH:16][C:17]2[CH:26]=[C:21]([C:22]([O:24][CH3:25])=[O:23])[CH:20]=[C:19]([CH:18]=2)[C:27]([O:29][CH3:30])=[O:28])=[O:8])=[CH:3][CH:2]=1. Reactant: [C:1]1([C:10]2[CH:15]=[CH:14][CH:13]=[CH:12][CH:11]=2)[CH:6]=[CH:5][C:4]([C:7](Cl)=[O:8])=[CH:3][CH:2]=1.[NH2:16][C:17]1[CH:18]=[C:19]([C:27]([O:29][CH3:30])=[O:28])[CH:20]=[C:21]([CH:26]=1)[C:22]([O:24][CH3:25])=[O:23]. The catalyst class is: 4. (3) Reactant: [CH3:1][N:2]([CH3:36])[C:3]([C:5]1[N:30]([CH:31]2[CH2:35][CH2:34][CH2:33][CH2:32]2)[C:8]2[N:9]=[C:10]([NH:13][C:14]3[CH:19]=[CH:18][C:17]([C:20]([N:22]4[CH2:28][CH:27]5[NH:29][CH:24]([CH2:25][CH2:26]5)[CH2:23]4)=[O:21])=[CH:16][N:15]=3)[N:11]=[CH:12][C:7]=2[CH:6]=1)=[O:4].C(N(C(C)C)CC)(C)C.Cl[C:47]([O:49][CH2:50][CH3:51])=[O:48]. Product: [CH2:50]([O:49][C:47]([N:29]1[CH:24]2[CH2:25][CH2:26][CH:27]1[CH2:28][N:22]([C:20]([C:17]1[CH:16]=[N:15][C:14]([NH:13][C:10]3[N:11]=[CH:12][C:7]4[CH:6]=[C:5]([C:3](=[O:4])[N:2]([CH3:36])[CH3:1])[N:30]([CH:31]5[CH2:35][CH2:34][CH2:33][CH2:32]5)[C:8]=4[N:9]=3)=[CH:19][CH:18]=1)=[O:21])[CH2:23]2)=[O:48])[CH3:51]. The catalyst class is: 34.